Predict the reactants needed to synthesize the given product. From a dataset of Full USPTO retrosynthesis dataset with 1.9M reactions from patents (1976-2016). Given the product [Cl:1][C:2]1[C:7]([C:8]2[CH:9]=[C:10]3[CH:11]=[N:12][NH:13][C:14]3=[N:22][CH:16]=2)=[CH:6][CH:5]=[CH:4][N:3]=1, predict the reactants needed to synthesize it. The reactants are: [Cl:1][C:2]1[C:7]([C:8]2[CH:9]=[C:10]3[C:14](=C[CH:16]=2)[NH:13][N:12]=[CH:11]3)=[CH:6][CH:5]=[CH:4][N:3]=1.BrC1C=C2C=NN(C(OC(C)(C)C)=O)C2=[N:22]C=1.ClC1C(B2OC(C)(C)C(C)(C)O2)=CC=CN=1.C([O-])([O-])=O.[Na+].[Na+].